Dataset: Catalyst prediction with 721,799 reactions and 888 catalyst types from USPTO. Task: Predict which catalyst facilitates the given reaction. (1) Reactant: [Cl:1][C:2]1[CH:3]=[C:4]([CH2:9][CH2:10][NH:11][C:12](=[O:17])[C:13]([F:16])([F:15])[F:14])[CH:5]=[CH:6][C:7]=1[F:8].C=O.[C:20](O)(=O)C. Product: [Cl:1][C:2]1[CH:3]=[C:4]2[C:5](=[CH:6][C:7]=1[F:8])[CH2:20][N:11]([C:12](=[O:17])[C:13]([F:14])([F:15])[F:16])[CH2:10][CH2:9]2. The catalyst class is: 65. (2) Reactant: [C:1]([C:3]1[CH:4]=[C:5]([CH:10]([CH3:15])[C:11](OC)=[O:12])[CH:6]=[CH:7][C:8]=1[F:9])#[N:2].CC(C[AlH]CC(C)C)C. Product: [F:9][C:8]1[CH:7]=[CH:6][C:5]([CH:10]([CH3:15])[CH:11]=[O:12])=[CH:4][C:3]=1[C:1]#[N:2]. The catalyst class is: 1. (3) Reactant: [CH3:1][N:2]([CH3:35])[CH2:3][CH2:4][CH2:5][NH:6][S:7]([CH2:10][CH2:11][CH:12]([CH2:24][C:25]([F:34])([C:30]([F:33])([F:32])[F:31])[C:26]([F:29])([F:28])[F:27])[CH2:13][C:14]([F:23])([C:19]([F:22])([F:21])[F:20])[C:15]([F:18])([F:17])[F:16])(=[O:9])=[O:8].C([OH:38])C.OO. Product: [CH3:35][N:2]([CH3:1])[CH2:3][CH2:4][CH2:5][NH+:6]([O-:38])[S:7]([CH2:10][CH2:11][CH:12]([CH2:13][C:14]([F:23])([C:19]([F:20])([F:21])[F:22])[C:15]([F:16])([F:17])[F:18])[CH2:24][C:25]([F:34])([C:26]([F:29])([F:27])[F:28])[C:30]([F:31])([F:32])[F:33])(=[O:9])=[O:8]. The catalyst class is: 6.